From a dataset of TCR-epitope binding with 47,182 pairs between 192 epitopes and 23,139 TCRs. Binary Classification. Given a T-cell receptor sequence (or CDR3 region) and an epitope sequence, predict whether binding occurs between them. The epitope is LEPLVDLPI. The TCR CDR3 sequence is CASSQVSSSYNEQFF. Result: 1 (the TCR binds to the epitope).